Dataset: Forward reaction prediction with 1.9M reactions from USPTO patents (1976-2016). Task: Predict the product of the given reaction. The product is: [CH3:27][N:26]([CH3:28])[C:22]1[N:23]=[CH:24][N:25]=[C:20]([NH:1][C@@H:2]2[CH2:3][CH2:4][C@H:5]([NH:8][C:9](=[O:18])[C:10]3[CH:15]=[CH:14][C:13]([F:16])=[C:12]([F:17])[CH:11]=3)[CH2:6][CH2:7]2)[CH:21]=1. Given the reactants [NH2:1][C@@H:2]1[CH2:7][CH2:6][C@H:5]([NH:8][C:9](=[O:18])[C:10]2[CH:15]=[CH:14][C:13]([F:16])=[C:12]([F:17])[CH:11]=2)[CH2:4][CH2:3]1.Cl[C:20]1[N:25]=[CH:24][N:23]=[C:22]([N:26]([CH3:28])[CH3:27])[CH:21]=1.C([O-])(O)=O.[Na+], predict the reaction product.